The task is: Predict the product of the given reaction.. This data is from Forward reaction prediction with 1.9M reactions from USPTO patents (1976-2016). (1) Given the reactants [Br:1][C:2]1[CH:3]=[N:4][N:5]([CH3:19])[C:6]=1[C:7]1[CH:12]=[C:11]([N+:13]([O-])=O)[CH:10]=[CH:9][C:8]=1[O:16][CH2:17][CH3:18].C(OC1C=CC([N+]([O-])=O)=CC=1C1N(C)N=CC=1)C.C1C(=O)N(Br)C(=O)C1.NC1C=CC=CC=1, predict the reaction product. The product is: [Br:1][C:2]1[CH:3]=[N:4][N:5]([CH3:19])[C:6]=1[C:7]1[CH:12]=[C:11]([NH2:13])[CH:10]=[CH:9][C:8]=1[O:16][CH2:17][CH3:18]. (2) Given the reactants C(O[CH:4](O)[C:5]([C:7]1[CH:8]=[C:9]([NH:13][S:14]([C:17]2[CH:22]=[CH:21][CH:20]=[CH:19][CH:18]=2)(=[O:16])=[O:15])[CH:10]=[CH:11][CH:12]=1)=[O:6])C.C(OC([NH:31][C:32]([CH3:50])([CH3:49])[CH2:33][CH2:34][N:35]1[C:39]2[CH:40]=[N:41][C:42]([C:44]([O:46][CH2:47][CH3:48])=[O:45])=[CH:43][C:38]=2[N:37]=[CH:36]1)=O)(C)(C)C.[BH4-].[Na+].C(=O)([O-])[O-].[Na+].[Na+], predict the reaction product. The product is: [C:17]1([S:14]([NH:13][C:9]2[CH:8]=[C:7]([CH:5]([OH:6])[CH2:4][NH:31][C:32]([CH3:49])([CH3:50])[CH2:33][CH2:34][N:35]3[C:39]4[CH:40]=[N:41][C:42]([C:44]([O:46][CH2:47][CH3:48])=[O:45])=[CH:43][C:38]=4[N:37]=[CH:36]3)[CH:12]=[CH:11][CH:10]=2)(=[O:15])=[O:16])[CH:18]=[CH:19][CH:20]=[CH:21][CH:22]=1. (3) Given the reactants Cl[C:2]1[CH:3]=[C:4]2[C:9](=[CH:10][N:11]=1)[CH2:8][N:7]([C:12]1[C:17]([F:18])=[C:16]([O:19][CH3:20])[CH:15]=[C:14]([O:21][CH3:22])[C:13]=1[F:23])[C:6](=[O:24])[C:5]12[CH2:26][CH2:25]1.[CH3:27][NH:28]C(=O)OC(C)(C)C.C1(P(C2CCCCC2)C2C(OC)=CC=C(OC)C=2C2C(C(C)C)=CC(C(C)C)=CC=2C(C)C)CCCCC1.CC(C)([O-])C.[Na+], predict the reaction product. The product is: [F:18][C:17]1[C:16]([O:19][CH3:20])=[CH:15][C:14]([O:21][CH3:22])=[C:13]([F:23])[C:12]=1[N:7]1[C:6](=[O:24])[C:5]2([CH2:26][CH2:25]2)[C:4]2[C:9](=[CH:10][N:11]=[C:2]([NH:28][CH3:27])[CH:3]=2)[CH2:8]1. (4) The product is: [Br:3][C:4]1[CH:9]=[CH:8][C:7]([C@@H:10]2[CH2:11][CH2:12][CH2:13][C@:27]32[N:26]([CH3:30])[C:25](=[O:31])[N:24]([C:19]2[CH:18]=[C:17]([Cl:16])[CH:22]=[C:21]([Cl:23])[CH:20]=2)[C:28]3=[O:29])=[CH:6][CH:5]=1. Given the reactants [OH-].[K+].[Br:3][C:4]1[CH:9]=[CH:8][C:7]([CH:10](Br)[CH2:11][CH2:12][CH2:13]Br)=[CH:6][CH:5]=1.[Cl:16][C:17]1[CH:18]=[C:19]([N:24]2[C:28](=[O:29])[CH2:27][N:26]([CH3:30])[C:25]2=[O:31])[CH:20]=[C:21]([Cl:23])[CH:22]=1.O, predict the reaction product. (5) Given the reactants [CH2:1]([O:8][CH2:9][C@@H:10]([OH:33])[C@@H:11]([NH:15][S:16]([C:19]1[CH:24]=[CH:23][C:22]([C:25]2[CH:30]=[CH:29][C:28]([O:31][CH3:32])=[CH:27][CH:26]=2)=[CH:21][CH:20]=1)(=[O:18])=[O:17])[C:12]([OH:14])=[O:13])[C:2]1[CH:7]=[CH:6][CH:5]=[CH:4][CH:3]=1.N([C@H]([C@H](O)COCC1C=CC=CC=1)C(O)=O)=[N+]=[N-].[Sn](Cl)Cl, predict the reaction product. The product is: [CH2:1]([O:8][CH2:9][C@H:10]([OH:33])[C@@H:11]([NH:15][S:16]([C:19]1[CH:24]=[CH:23][C:22]([C:25]2[CH:30]=[CH:29][C:28]([O:31][CH3:32])=[CH:27][CH:26]=2)=[CH:21][CH:20]=1)(=[O:18])=[O:17])[C:12]([OH:14])=[O:13])[C:2]1[CH:7]=[CH:6][CH:5]=[CH:4][CH:3]=1. (6) Given the reactants [CH:1]1([CH2:4][N:5]2[C:13]3[C:8](=[CH:9][CH:10]=[C:11]([O:14][CH2:15][CH3:16])[CH:12]=3)[CH:7]=[C:6]2[C:17]2[CH:22]=[CH:21][C:20]([N+:23]([O-:25])=[O:24])=[CH:19][CH:18]=2)[CH2:3][CH2:2]1.[Br:26]N1C(=O)CCC1=O, predict the reaction product. The product is: [Br:26][C:7]1[C:8]2[C:13](=[CH:12][C:11]([O:14][CH2:15][CH3:16])=[CH:10][CH:9]=2)[N:5]([CH2:4][CH:1]2[CH2:3][CH2:2]2)[C:6]=1[C:17]1[CH:18]=[CH:19][C:20]([N+:23]([O-:25])=[O:24])=[CH:21][CH:22]=1.